Dataset: Reaction yield outcomes from USPTO patents with 853,638 reactions. Task: Predict the reaction yield, written as a fraction of the theoretical maximum amount of product (1.0 means a 100% yield; for example, 0.34 means a 34% yield). (1) The reactants are [F:1][C:2]1[CH:7]=[CH:6][CH:5]=[CH:4][C:3]=1[C:8]1[NH:9][CH:10]=[C:11]2[C:15](=[O:16])[CH2:14][CH2:13][C:12]=12.[H-].[Na+].[Cl:19][C:20]1[CH:21]=[C:22]([CH:25]=[CH:26][CH:27]=1)[CH2:23]Br.O. The catalyst is CN(C)C=O. The product is [Cl:19][C:20]1[CH:21]=[C:22]([CH:25]=[CH:26][CH:27]=1)[CH2:23][N:9]1[CH:10]=[C:11]2[C:15](=[O:16])[CH2:14][CH2:13][C:12]2=[C:8]1[C:3]1[CH:4]=[CH:5][CH:6]=[CH:7][C:2]=1[F:1]. The yield is 0.740. (2) The reactants are Br[C:2]1[CH:7]=[CH:6][N:5]=[C:4]2[N:8]([CH2:11][O:12][CH2:13][CH2:14][Si:15]([CH3:18])([CH3:17])[CH3:16])[CH:9]=[CH:10][C:3]=12.C([Mg]Cl)(C)C.[Cl:24][CH2:25][C:26](N(OC)C)=[O:27]. The catalyst is CCOCC.C1COCC1. The product is [Cl:24][CH2:25][C:26]([C:2]1[CH:7]=[CH:6][N:5]=[C:4]2[N:8]([CH2:11][O:12][CH2:13][CH2:14][Si:15]([CH3:18])([CH3:17])[CH3:16])[CH:9]=[CH:10][C:3]=12)=[O:27]. The yield is 0.350. (3) The reactants are FC(F)(F)C(O)=O.[NH2:8][CH2:9][CH2:10][C:11]1[N:16]=[C:15]([C:17]2[S:18][C:19]3[CH:27]=[CH:26][CH:25]=[CH:24][C:20]=3[C:21](=[O:23])[N:22]=2)[CH:14]=[CH:13][CH:12]=1.C(=O)([O-])[O-].[K+].[K+].[C:34]1([N:40]=[C:41]=[O:42])[CH:39]=[CH:38][CH:37]=[CH:36][CH:35]=1. The catalyst is C(#N)C. The product is [O:23]=[C:21]1[C:20]2[CH:24]=[CH:25][CH:26]=[CH:27][C:19]=2[S:18][C:17]([C:15]2[N:16]=[C:11]([CH2:10][CH2:9][NH:8][C:41]([NH:40][C:34]3[CH:39]=[CH:38][CH:37]=[CH:36][CH:35]=3)=[O:42])[CH:12]=[CH:13][CH:14]=2)=[N:22]1. The yield is 0.170. (4) The reactants are [CH2:1]([N:3]([CH2:15][CH3:16])[CH2:4][CH2:5][CH2:6][O:7][C:8]1[CH:13]=[CH:12][C:11]([NH2:14])=[CH:10][CH:9]=1)[CH3:2].[Cl:17][C:18]1[CH:19]=[C:20]2[C:24](=[CH:25][CH:26]=1)[NH:23][C:22](=[O:27])[C:21]2=[CH:28]O. No catalyst specified. The product is [Cl:17][C:18]1[CH:19]=[C:20]2[C:24](=[CH:25][CH:26]=1)[NH:23][C:22](=[O:27])[C:21]2=[CH:28][NH:14][C:11]1[CH:10]=[CH:9][C:8]([O:7][CH2:6][CH2:5][CH2:4][N:3]([CH2:1][CH3:2])[CH2:15][CH3:16])=[CH:13][CH:12]=1. The yield is 0.460. (5) The reactants are C[O:2][C:3](=[O:38])[CH:4]([C:10]1[CH:11]=[C:12]([C:28]2[CH:33]=[CH:32][C:31]([C:34]([F:37])([F:36])[F:35])=[CH:30][CH:29]=2)[CH:13]=[C:14]([C:16]2[CH:21]=[CH:20][C:19]([O:22][C:23]([F:26])([F:25])[F:24])=[C:18]([F:27])[CH:17]=2)[CH:15]=1)[CH2:5][CH:6]([CH2:8][CH3:9])[CH3:7].[Li+].[OH-]. The catalyst is C1COCC1.CO.O. The product is [F:27][C:18]1[CH:17]=[C:16]([C:14]2[CH:15]=[C:10]([CH:4]([CH2:5][CH:6]([CH2:8][CH3:9])[CH3:7])[C:3]([OH:38])=[O:2])[CH:11]=[C:12]([C:28]3[CH:29]=[CH:30][C:31]([C:34]([F:35])([F:36])[F:37])=[CH:32][CH:33]=3)[CH:13]=2)[CH:21]=[CH:20][C:19]=1[O:22][C:23]([F:25])([F:24])[F:26]. The yield is 0.440. (6) The reactants are [Cl-].O[NH3+:3].[C:4](=[O:7])([O-])[OH:5].[Na+].CS(C)=O.[CH2:13]([C:17]1[N:18]=[C:19]([CH3:46])[N:20]([CH2:39][C:40]2[N:41]=[C:42]([CH3:45])[S:43][CH:44]=2)[C:21](=[O:38])[C:22]=1[CH2:23][C:24]1[CH:29]=[CH:28][C:27]([C:30]2[C:31]([C:36]#[N:37])=[CH:32][CH:33]=[CH:34][CH:35]=2)=[CH:26][CH:25]=1)[CH2:14][CH2:15][CH3:16]. The catalyst is C(OCC)(=O)C. The product is [CH2:13]([C:17]1[N:18]=[C:19]([CH3:46])[N:20]([CH2:39][C:40]2[N:41]=[C:42]([CH3:45])[S:43][CH:44]=2)[C:21](=[O:38])[C:22]=1[CH2:23][C:24]1[CH:25]=[CH:26][C:27]([C:30]2[CH:35]=[CH:34][CH:33]=[CH:32][C:31]=2[C:36]2[NH:3][C:4](=[O:7])[O:5][N:37]=2)=[CH:28][CH:29]=1)[CH2:14][CH2:15][CH3:16]. The yield is 0.870.